Dataset: Forward reaction prediction with 1.9M reactions from USPTO patents (1976-2016). Task: Predict the product of the given reaction. Given the reactants [NH2:1][N:2]1[N:11]=[C:10]([N:12]2[CH2:17][CH2:16][O:15][CH2:14][CH2:13]2)[C:9]2[C:4](=[CH:5][CH:6]=[CH:7][CH:8]=2)[C:3]1=[O:18].[CH3:19][O:20][C:21]1[CH:22]=[C:23]([CH2:29][C:30](O)=[O:31])[CH:24]=[C:25]([O:27][CH3:28])[CH:26]=1, predict the reaction product. The product is: [CH3:28][O:27][C:25]1[CH:24]=[C:23]([CH2:29][C:30]([NH:1][N:2]2[N:11]=[C:10]([N:12]3[CH2:17][CH2:16][O:15][CH2:14][CH2:13]3)[C:9]3[C:4](=[CH:5][CH:6]=[CH:7][CH:8]=3)[C:3]2=[O:18])=[O:31])[CH:22]=[C:21]([O:20][CH3:19])[CH:26]=1.